Dataset: Forward reaction prediction with 1.9M reactions from USPTO patents (1976-2016). Task: Predict the product of the given reaction. (1) Given the reactants Br[C:2]1[C:3]([F:28])=[C:4]([N:8]2[CH:13]=[C:12]([O:14][CH3:15])[C:11](=[O:16])[C:10]([C:17]3[N:21]([C:22]4[CH:27]=[CH:26][CH:25]=[CH:24][CH:23]=4)[N:20]=[CH:19][CH:18]=3)=[N:9]2)[CH:5]=[CH:6][CH:7]=1.Cl.[F:30][C:31]([F:38])([F:37])[CH:32]1[CH2:36][CH2:35][NH:34][CH2:33]1.CC([O-])(C)C.[Na+].CC1(C)C2C(=C(P(C3C=CC=CC=3)C3C=CC=CC=3)C=CC=2)OC2C(P(C3C=CC=CC=3)C3C=CC=CC=3)=CC=CC1=2, predict the reaction product. The product is: [F:28][C:3]1[C:2]([N:34]2[CH2:35][CH2:36][CH:32]([C:31]([F:38])([F:37])[F:30])[CH2:33]2)=[CH:7][CH:6]=[CH:5][C:4]=1[N:8]1[CH:13]=[C:12]([O:14][CH3:15])[C:11](=[O:16])[C:10]([C:17]2[N:21]([C:22]3[CH:27]=[CH:26][CH:25]=[CH:24][CH:23]=3)[N:20]=[CH:19][CH:18]=2)=[N:9]1. (2) Given the reactants [CH2:1]([O:3][C:4](=[O:18])[CH2:5][NH:6][CH2:7][C:8]1[CH:13]=[C:12]([Cl:14])[CH:11]=[CH:10][C:9]=1[N+:15]([O-:17])=[O:16])[CH3:2].[C:19](O[C:19]([O:21][C:22]([CH3:25])([CH3:24])[CH3:23])=[O:20])([O:21][C:22]([CH3:25])([CH3:24])[CH3:23])=[O:20], predict the reaction product. The product is: [CH2:1]([O:3][C:4](=[O:18])[CH2:5][N:6]([C:19]([O:21][C:22]([CH3:25])([CH3:24])[CH3:23])=[O:20])[CH2:7][C:8]1[CH:13]=[C:12]([Cl:14])[CH:11]=[CH:10][C:9]=1[N+:15]([O-:17])=[O:16])[CH3:2]. (3) Given the reactants Cl[C:2]1[CH2:6][CH2:5][C:4](=[O:7])[CH:3]=1.N1[CH2:10][CH2:9]1.C([N:13]([CH2:16][CH3:17])[CH2:14]C)C.[O:18]1[CH2:22][CH2:21][CH2:20][CH2:19]1, predict the reaction product. The product is: [CH3:22][O:18][C:19]1[CH:20]=[CH:21][C:17]([CH:16]2[CH2:14][N:13]2[C:2]2[CH2:6][CH2:5][C:4](=[O:7])[CH:3]=2)=[CH:10][CH:9]=1. (4) Given the reactants [CH3:1][C:2]1[CH:6]=[C:5]([C:7]2[CH:12]=[CH:11][C:10]([C:13]([F:16])([F:15])[F:14])=[CH:9][CH:8]=2)[S:4][C:3]=1[CH:17]([OH:19])[CH3:18], predict the reaction product. The product is: [CH3:1][C:2]1[CH:6]=[C:5]([C:7]2[CH:8]=[CH:9][C:10]([C:13]([F:16])([F:14])[F:15])=[CH:11][CH:12]=2)[S:4][C:3]=1[C:17](=[O:19])[CH3:18]. (5) Given the reactants CCCC[N+](CCCC)(CCCC)CCCC.[F-].C([Si](C1C=CC=CC=1)(C1C=CC=CC=1)[O:24][CH2:25][CH2:26][O:27][CH2:28][CH2:29][O:30][N:31]([CH3:39])[C:32]([O:34][C:35]([CH3:38])([CH3:37])[CH3:36])=[O:33])(C)(C)C, predict the reaction product. The product is: [CH3:39][N:31]([C:32]([O:34][C:35]([CH3:38])([CH3:37])[CH3:36])=[O:33])[O:30][CH2:29][CH2:28][O:27][CH2:26][CH2:25][OH:24]. (6) Given the reactants [Cl:1][C:2]1[C:10]2[N:9]=[C:8]3[N:11]([C:16]4[CH:21]=[CH:20][C:19]([O:22][CH3:23])=[CH:18][C:17]=4[Cl:24])[CH2:12][CH2:13][CH2:14][CH2:15][N:7]3[C:6]=2[C:5]([CH:25]([OH:28])[CH2:26][CH3:27])=[CH:4][CH:3]=1.[C:29](OC(=O)C)(=[O:31])[CH3:30], predict the reaction product. The product is: [C:29]([O:28][CH:25]([C:5]1[C:6]2[N:7]3[CH2:15][CH2:14][CH2:13][CH2:12][N:11]([C:16]4[CH:21]=[CH:20][C:19]([O:22][CH3:23])=[CH:18][C:17]=4[Cl:24])[C:8]3=[N:9][C:10]=2[C:2]([Cl:1])=[CH:3][CH:4]=1)[CH2:26][CH3:27])(=[O:31])[CH3:30]. (7) Given the reactants Cl[C:2]1[CH:12]=[C:11]([NH:13][CH:14]2[CH2:17]C[CH2:15]2)[C:5]([C:6]([O:8][CH2:9][CH3:10])=[O:7])=[CH:4][N:3]=1.[NH2:18][C:19]1[CH:27]=[CH:26][C:22]2[N:23]=[CH:24][S:25][C:21]=2[CH:20]=1.CC1(C)C2C(=C(P(C3C=CC=CC=3)C3C=CC=CC=3)C=CC=2)OC2C(P(C3C=CC=CC=3)C3C=CC=CC=3)=CC=CC1=2.C([O-])([O-])=O.[Na+].[Na+], predict the reaction product. The product is: [S:25]1[C:21]2[CH:20]=[C:19]([NH:18][C:2]3[CH:12]=[C:11]([NH:13][CH:14]([CH3:15])[CH3:17])[C:5]([C:6]([O:8][CH2:9][CH3:10])=[O:7])=[CH:4][N:3]=3)[CH:27]=[CH:26][C:22]=2[N:23]=[CH:24]1.